From a dataset of Forward reaction prediction with 1.9M reactions from USPTO patents (1976-2016). Predict the product of the given reaction. Given the reactants [C:1]([C:5]1[CH:6]=[C:7]([C:15]2[S:19][C:18]([C:20]([O:22]CC)=[O:21])=[N:17][C:16]=2[CH2:25][CH:26]2[CH2:31][CH2:30][CH2:29][CH2:28][CH2:27]2)[CH:8]=[C:9]([C:11]2([CH3:14])[CH2:13][CH2:12]2)[CH:10]=1)([CH3:4])([CH3:3])[CH3:2].CO.[OH-].[K+], predict the reaction product. The product is: [C:1]([C:5]1[CH:6]=[C:7]([C:15]2[S:19][C:18]([C:20]([OH:22])=[O:21])=[N:17][C:16]=2[CH2:25][CH:26]2[CH2:31][CH2:30][CH2:29][CH2:28][CH2:27]2)[CH:8]=[C:9]([C:11]2([CH3:14])[CH2:13][CH2:12]2)[CH:10]=1)([CH3:2])([CH3:3])[CH3:4].